This data is from Ames mutagenicity test results for genotoxicity prediction. The task is: Regression/Classification. Given a drug SMILES string, predict its toxicity properties. Task type varies by dataset: regression for continuous values (e.g., LD50, hERG inhibition percentage) or binary classification for toxic/non-toxic outcomes (e.g., AMES mutagenicity, cardiotoxicity, hepatotoxicity). Dataset: ames. (1) The compound is ClCc1cccc2c1-c1cccc3cccc-2c13. The result is 1 (mutagenic). (2) The compound is O=C(CBr)c1ccc(-c2ccccc2)cc1. The result is 1 (mutagenic). (3) The result is 1 (mutagenic). The molecule is COc1ccc2c(ccc3c4c(ccc32)C(C)=CC4)c1. (4) The compound is N#CSCSC#N. The result is 0 (non-mutagenic). (5) The drug is O=Nc1ccc2ccc3c4ccccc4cc4ccc1c2c43. The result is 1 (mutagenic). (6) The molecule is Oc1cccc2cc3cccc(O)c3c(O)c12. The result is 0 (non-mutagenic). (7) The drug is Cc1ccc(C)c(O)c1. The result is 0 (non-mutagenic). (8) The compound is COc1ccc(N)c(C)c1. The result is 1 (mutagenic). (9) The result is 1 (mutagenic). The compound is Nc1ccc(Sc2ccccc2)cc1.